From a dataset of Forward reaction prediction with 1.9M reactions from USPTO patents (1976-2016). Predict the product of the given reaction. (1) Given the reactants C([O:3][C:4](=[O:34])[CH:5]([O:31][CH2:32][CH3:33])[CH2:6][C:7]1[CH:12]=[CH:11][C:10]([O:13][CH2:14][C:15]2[S:19][C:18]([C:20]3[CH:25]=[CH:24][C:23]([C:26]([F:29])([F:28])[F:27])=[CH:22][CH:21]=3)=[N:17][CH:16]=2)=[CH:9][C:8]=1[CH3:30])C.[Li+].[OH-], predict the reaction product. The product is: [CH2:32]([O:31][CH:5]([CH2:6][C:7]1[CH:12]=[CH:11][C:10]([O:13][CH2:14][C:15]2[S:19][C:18]([C:20]3[CH:21]=[CH:22][C:23]([C:26]([F:27])([F:28])[F:29])=[CH:24][CH:25]=3)=[N:17][CH:16]=2)=[CH:9][C:8]=1[CH3:30])[C:4]([OH:34])=[O:3])[CH3:33]. (2) Given the reactants [CH:1]([C:4]1[CH:13]=[C:12]2[C:7]([C:8](=[O:20])[N:9]([NH:15][S:16]([CH3:19])(=[O:18])=[O:17])[C:10](=[O:14])[NH:11]2)=[CH:6][C:5]=1[C:21]1[N:22]([CH3:26])[N:23]=[CH:24][CH:25]=1)([CH3:3])[CH3:2].Cl[C:28]([CH2:30][O:31][C:32](=[O:34])[CH3:33])=[O:29], predict the reaction product. The product is: [CH:1]([C:4]1[CH:13]=[C:12]2[C:7]([C:8](=[O:20])[N:9]([N:15]([S:16]([CH3:19])(=[O:17])=[O:18])[C:28](=[O:29])[CH2:30][O:31][C:32](=[O:34])[CH3:33])[C:10](=[O:14])[NH:11]2)=[CH:6][C:5]=1[C:21]1[N:22]([CH3:26])[N:23]=[CH:24][CH:25]=1)([CH3:3])[CH3:2].